Dataset: TCR-epitope binding with 47,182 pairs between 192 epitopes and 23,139 TCRs. Task: Binary Classification. Given a T-cell receptor sequence (or CDR3 region) and an epitope sequence, predict whether binding occurs between them. (1) The epitope is AVFDRKSDAK. The TCR CDR3 sequence is CASSQPGAFFTDTQYF. Result: 1 (the TCR binds to the epitope). (2) The epitope is SLFNTVATLY. The TCR CDR3 sequence is CASSLGGLGNTIYF. Result: 0 (the TCR does not bind to the epitope). (3) The epitope is EILDITPCSF. The TCR CDR3 sequence is CASSWLAGGSYQETQYF. Result: 1 (the TCR binds to the epitope). (4) Result: 0 (the TCR does not bind to the epitope). The TCR CDR3 sequence is CSVFELDSRNYGYTF. The epitope is FLASKIGRLV. (5) The epitope is MPASWVMRI. The TCR CDR3 sequence is CASKEDRQSNSPLHF. Result: 0 (the TCR does not bind to the epitope).